From a dataset of Full USPTO retrosynthesis dataset with 1.9M reactions from patents (1976-2016). Predict the reactants needed to synthesize the given product. (1) Given the product [F:63][C:58]1[CH:59]=[CH:60][CH:61]=[CH:62][C:57]=1[NH:56][C:54](=[O:55])[CH2:53][N:6]1[C:7]2[C:3](=[CH:2][CH:10]=[CH:9][CH:8]=2)[C:4]2([C:15]3=[N:16][C:17]([O:20][CH3:21])=[CH:18][CH:19]=[C:14]3[O:13][CH2:12]2)[C:5]1=[O:11], predict the reactants needed to synthesize it. The reactants are: Br[C:2]1[CH:10]=[CH:9][CH:8]=[C:7]2[C:3]=1[C:4]1([C:15]3=[N:16][C:17]([O:20][CH3:21])=[CH:18][CH:19]=[C:14]3[O:13][CH2:12]1)[C:5](=[O:11])[NH:6]2.COC1N=C2C3(COC2=CC=1)C1C(=CC=CC=1)NC3=O.ClCC1N=C(C(C)C)SC=1.Cl[CH2:53][C:54]([NH:56][C:57]1[CH:62]=[CH:61][CH:60]=[CH:59][C:58]=1[F:63])=[O:55]. (2) Given the product [CH3:16][O:15][C:12]1[CH:13]=[C:14]([N:6]2[CH2:5][CH2:4][NH:3][C@H:2]([CH3:1])[CH2:7]2)[CH:9]=[CH:10][C:11]=1[O:17][CH3:18], predict the reactants needed to synthesize it. The reactants are: [CH3:1][C@@H:2]1[CH2:7][NH:6][CH2:5][CH2:4][NH:3]1.Br[C:9]1[CH:14]=[CH:13][C:12]([O:15][CH3:16])=[C:11]([O:17][CH3:18])[CH:10]=1.CC(C)([O-])C.[Na+].C1C=CC(P(C2C=CC3C(=CC=CC=3)C=2C2C3C(=CC=CC=3)C=CC=2P(C2C=CC=CC=2)C2C=CC=CC=2)C2C=CC=CC=2)=CC=1.C. (3) Given the product [O:9]1[C:8]2[CH:7]=[CH:6][C:5]([NH:10][C:11]([NH:26][C:25]3[CH:27]=[CH:28][CH:29]=[C:23]([O:22][CH2:21][CH2:20][CH2:19][N:16]4[CH2:15][CH2:14][O:13][CH2:18][CH2:17]4)[CH:24]=3)=[O:12])=[CH:4][C:3]=2[O:2][CH2:1]1, predict the reactants needed to synthesize it. The reactants are: [CH2:1]1[O:9][C:8]2[CH:7]=[CH:6][C:5]([N:10]=[C:11]=[O:12])=[CH:4][C:3]=2[O:2]1.[O:13]1[CH2:18][CH2:17][N:16]([CH2:19][CH2:20][CH2:21][O:22][C:23]2[CH:24]=[C:25]([CH:27]=[CH:28][CH:29]=2)[NH2:26])[CH2:15][CH2:14]1.